The task is: Predict the reactants needed to synthesize the given product.. This data is from Full USPTO retrosynthesis dataset with 1.9M reactions from patents (1976-2016). (1) Given the product [Cl:1][C:2]1[CH:8]=[C:6]([NH2:7])[C:5]([NH2:9])=[CH:4][C:3]=1[C:12]1[CH:13]=[CH:14][C:15]([F:18])=[CH:16][CH:17]=1, predict the reactants needed to synthesize it. The reactants are: [Cl:1][C:2]1[C:3]([C:12]2[CH:17]=[CH:16][C:15]([F:18])=[CH:14][CH:13]=2)=[CH:4][C:5]([N+:9]([O-])=O)=[C:6]([CH:8]=1)[NH2:7].Cl. (2) Given the product [Br:2][C:3]1[CH:10]=[CH:9][CH:8]=[CH:7][C:4]=1[CH2:5][NH:6][C:28]([C:19]1[CH:20]=[CH:21][C:22]2[C:27](=[CH:26][CH:25]=[N:24][CH:23]=2)[N:18]=1)=[O:29], predict the reactants needed to synthesize it. The reactants are: Cl.[Br:2][C:3]1[CH:10]=[CH:9][CH:8]=[CH:7][C:4]=1[CH2:5][NH2:6].C(N(CC)CC)C.[N:18]1[C:27]2[C:22](=[CH:23][N:24]=[CH:25][CH:26]=2)[CH:21]=[CH:20][C:19]=1[C:28](O)=[O:29].O.ON1C2C=CC=CC=2N=N1.Cl.CN(C)CCCN=C=NCC.